From a dataset of Full USPTO retrosynthesis dataset with 1.9M reactions from patents (1976-2016). Predict the reactants needed to synthesize the given product. (1) Given the product [Br:1][C:2]1[CH:3]=[C:4]([CH:23]2[C:32]3[C:31](=[O:33])[CH2:30][CH:29]([CH2:34][CH2:35][CH3:36])[CH2:28][C:27]=3[NH:26][C:25]([CH3:37])=[C:24]2[C:38]#[N:39])[CH:5]=[C:6]([O:19][CH:20]([CH3:22])[CH3:21])[C:7]=1[OH:8], predict the reactants needed to synthesize it. The reactants are: [Br:1][C:2]1[CH:3]=[C:4]([CH:23]2[C:32]3[C:31](=[O:33])[CH2:30][CH:29]([CH2:34][CH2:35][CH3:36])[CH2:28][C:27]=3[NH:26][C:25]([CH3:37])=[C:24]2[C:38]#[N:39])[CH:5]=[C:6]([O:19][CH:20]([CH3:22])[CH3:21])[C:7]=1[O:8]CC1C=CC([N+]([O-])=O)=CC=1.C(O)(=O)C. (2) Given the product [CH2:1]([O:3][C:4]([N:6]1[CH2:11][CH2:10][C:9]([C:12]2[S:13][CH:14]=[CH:15][CH:16]=2)=[CH:8][CH2:7]1)=[O:5])[CH3:2], predict the reactants needed to synthesize it. The reactants are: [CH2:1]([O:3][C:4]([N:6]1[CH2:11][CH2:10][C:9](O)([C:12]2[S:13][CH:14]=[CH:15][CH:16]=2)[CH2:8][CH2:7]1)=[O:5])[CH3:2].Cl.C(=O)([O-])O.[Na+]. (3) Given the product [Br:8][C:9]1[CH:17]=[C:16]([C:2]2[CH:7]=[CH:6][N:5]=[CH:4][CH:3]=2)[C:12]2[O:13][CH2:14][CH2:15][C:11]=2[CH:10]=1, predict the reactants needed to synthesize it. The reactants are: Br[C:2]1[CH:7]=[CH:6][N:5]=[CH:4][CH:3]=1.[Br:8][C:9]1[CH:17]=[C:16](B(O)O)[C:12]2[O:13][CH2:14][CH2:15][C:11]=2[CH:10]=1.C([O-])([O-])=O.[Na+].[Na+].[NH4+].[Cl-]. (4) Given the product [C:1]([C:5]1[CH:6]=[C:7]2[C:12](=[C:13]([F:15])[CH:14]=1)[C:11](=[O:16])[N:10]([C:17]1[N:24]=[CH:23][CH:22]=[C:21]([C:45]3[CH:46]=[C:41]([NH:40][C:38]4[CH:39]=[C:33]5[CH2:32][N:31]([C:26](=[O:30])[CH:27]([CH3:28])[CH3:29])[CH2:36][CH2:35][N:34]5[N:37]=4)[C:42](=[O:57])[N:43]([CH3:56])[CH:44]=3)[C:18]=1[CH:19]=[O:20])[N:9]=[CH:8]2)([CH3:4])([CH3:3])[CH3:2], predict the reactants needed to synthesize it. The reactants are: [C:1]([C:5]1[CH:6]=[C:7]2[C:12](=[C:13]([F:15])[CH:14]=1)[C:11](=[O:16])[N:10]([C:17]1[N:24]=[CH:23][CH:22]=[C:21](Cl)[C:18]=1[CH:19]=[O:20])[N:9]=[CH:8]2)([CH3:4])([CH3:3])[CH3:2].[C:26]([N:31]1[CH2:36][CH2:35][N:34]2[N:37]=[C:38]([NH:40][C:41]3[C:42](=[O:57])[N:43]([CH3:56])[CH:44]=[C:45](B4OC(C)(C)C(C)(C)O4)[CH:46]=3)[CH:39]=[C:33]2[CH2:32]1)(=[O:30])[CH:27]([CH3:29])[CH3:28].[O-]P([O-])([O-])=O.[K+].[K+].[K+].C([O-])(=O)C.[Na+]. (5) The reactants are: [Cl-].[Al+3].[Cl-].[Cl-].[F:5][C:6]1[CH:11]=[C:10]([I:12])[CH:9]=[CH:8][C:7]=1[NH:13][C:14]1[N:15]([CH3:48])[C:16](=[O:47])[C:17]([CH3:46])=[C:18]2[C:23]=1[C:22](=[O:24])[N:21](CC1C=CC(OC)=CC=1)[C:20](=[O:34])[N:19]2[C:35]1[CH:36]=[C:37]([CH2:41][CH2:42][C:43]([NH2:45])=[O:44])[CH:38]=[CH:39][CH:40]=1. Given the product [F:5][C:6]1[CH:11]=[C:10]([I:12])[CH:9]=[CH:8][C:7]=1[NH:13][C:14]1[N:15]([CH3:48])[C:16](=[O:47])[C:17]([CH3:46])=[C:18]2[C:23]=1[C:22](=[O:24])[NH:21][C:20](=[O:34])[N:19]2[C:35]1[CH:36]=[C:37]([CH2:41][CH2:42][C:43]([NH2:45])=[O:44])[CH:38]=[CH:39][CH:40]=1, predict the reactants needed to synthesize it.